From a dataset of Full USPTO retrosynthesis dataset with 1.9M reactions from patents (1976-2016). Predict the reactants needed to synthesize the given product. (1) Given the product [CH:15]1([CH2:18][N:3]2[CH:2]([CH3:1])[CH2:11][C:10]3[C:5](=[CH:6][CH:7]=[CH:8][C:9]=3[N+:12]([O-:14])=[O:13])[CH2:4]2)[CH2:17][CH2:16]1, predict the reactants needed to synthesize it. The reactants are: [CH3:1][CH:2]1[CH2:11][C:10]2[C:5](=[CH:6][CH:7]=[CH:8][C:9]=2[N+:12]([O-:14])=[O:13])[CH2:4][NH:3]1.[CH:15]1([CH:18]=O)[CH2:17][CH2:16]1.CCN(C(C)C)C(C)C.[BH-](OC(C)=O)(OC(C)=O)OC(C)=O.[Na+]. (2) Given the product [C:1]([C:5]1[CH:6]=[CH:7][C:8]([O:11][CH2:12][C:13]2([CH3:15])[CH2:14][O:21]2)=[CH:9][CH:10]=1)([CH3:4])([CH3:3])[CH3:2], predict the reactants needed to synthesize it. The reactants are: [C:1]([C:5]1[CH:10]=[CH:9][C:8]([O:11][CH2:12][C:13]([CH3:15])=[CH2:14])=[CH:7][CH:6]=1)([CH3:4])([CH3:3])[CH3:2].ClC1C=C(C=CC=1)C(OO)=[O:21]. (3) Given the product [I:1][C:2]1[CH:7]=[CH:6][N:5]=[C:4]([N:8]2[C:16]3[C:11](=[CH:12][C:13]([O:17][CH3:18])=[CH:14][CH:15]=3)[C:10]([C:19]([NH2:23])=[O:21])=[N:9]2)[CH:3]=1, predict the reactants needed to synthesize it. The reactants are: [I:1][C:2]1[CH:7]=[CH:6][N:5]=[C:4]([N:8]2[C:16]3[C:11](=[CH:12][C:13]([O:17][CH3:18])=[CH:14][CH:15]=3)[C:10]([C:19]([OH:21])=O)=[N:9]2)[CH:3]=1.[Cl-].[NH4+:23].